Dataset: Drug-target binding data from BindingDB patent sources. Task: Regression. Given a target protein amino acid sequence and a drug SMILES string, predict the binding affinity score between them. We predict pAffinity (pAffinity = -log10(affinity in M)). Dataset: bindingdb_patent. (1) The drug is CCOC(C)(C)c1cccc(c1)-c1cc2nccc(N[C@@H]3C[C@H](COS(N)(=O)=O)[C@@H](O)[C@H]3O)n2n1. The target protein (P22314) has sequence MSSSPLSKKRRVSGPDPKPGSNCSPAQSVLSEVPSVPTNGMAKNGSEADIDEGLYSRQLYVLGHEAMKRLQTSSVLVSGLRGLGVEIAKNIILGGVKAVTLHDQGTAQWADLSSQFYLREEDIGKNRAEVSQPRLAELNSYVPVTAYTGPLVEDFLSGFQVVVLTNTPLEDQLRVGEFCHNRGIKLVVADTRGLFGQLFCDFGEEMILTDSNGEQPLSAMVSMVTKDNPGVVTCLDEARHGFESGDFVSFSEVQGMVELNGNQPMEIKVLGPYTFSICDTSNFSDYIRGGIVSQVKVPKKISFKSLVASLAEPDFVVTDFAKFSRPAQLHIGFQALHQFCAQHGRPPRPRNEEDAAELVALAQAVNARALPAVQQNNLDEDLIRKLAYVAAGDLAPINAFIGGLAAQEVMKACSGKFMPIMQWLYFDALECLPEDKEVLTEDKCLQRQNRYDGQVAVFGSDLQEKLGKQKYFLVGAGAIGCELLKNFAMIGLGCGEGGEI.... The pAffinity is 8.0. (2) The drug is Cc1ccccc1-c1ncc(Nc2ccc(cc2C(O)=O)C2CC2)cn1. The target protein (Q02127) has sequence MAWRHLKKRAQDAVIILGGGGLLFASYLMATGDERFYAEHLMPTLQGLLDPESAHRLAVRFTSLGLLPRARFQDSDMLEVRVLGHKFRNPVGIAAGFDKHGEAVDGLYKMGFGFVEIGSVTPKPQEGNPRPRVFRLPEDQAVINRYGFNSHGLSVVEHRLRARQQKQAKLTEDGLPLGVNLGKNKTSVDAAEDYAEGVRVLGPLADYLVVNVSSPNTAGLRSLQGKAELRRLLTKVLQERDGLRRVHRPAVLVKIAPDLTSQDKEDIASVVKELGIDGLIVTNTTVSRPAGLQGALRSETGGLSGKPLRDLSTQTIREMYALTQGRVPIIGVGGVSSGQDALEKIRAGASLVQLYTALTFWGPPVVGKVKRELEALLKEQGFGGVTDAIGADHRR. The pAffinity is 7.9. (3) The compound is CC(CN(C)C)NC(=O)N1Cc2nc(Nc3ccccc3)ncc2C1(C)C. The target protein (Q15418) has sequence MPLAQLKEPWPLMELVPLDPENGQTSGEEAGLQPSKDEGVLKEISITHHVKAGSEKADPSHFELLKVLGQGSFGKVFLVRKVTRPDSGHLYAMKVLKKATLKVRDRVRTKMERDILADVNHPFVVKLHYAFQTEGKLYLILDFLRGGDLFTRLSKEVMFTEEDVKFYLAELALGLDHLHSLGIIYRDLKPENILLDEEGHIKLTDFGLSKEAIDHEKKAYSFCGTVEYMAPEVVNRQGHSHSADWWSYGVLMFEMLTGSLPFQGKDRKETMTLILKAKLGMPQFLSTEAQSLLRALFKRNPANRLGSGPDGAEEIKRHVFYSTIDWNKLYRREIKPPFKPAVAQPDDTFYFDTEFTSRTPKDSPGIPPSAGAHQLFRGFSFVATGLMEDDGKPRAPQAPLHSVVQQLHGKNLVFSDGYVVKETIGVGSYSECKRCVHKATNMEYAVKVIDKSKRDPSEEIEILLRYGQHPNIITLKDVYDDGKHVYLVTELMRGGELLDK.... The pAffinity is 4.6. (4) The compound is Fc1cc(Cl)ccc1C1N(CCc2nc3sc(nn3c12)C1CC1)C(=O)COc1ccc(cc1Cl)C#N. The target protein (P17752) has sequence MIEDNKENKDHSLERGRASLIFSLKNEVGGLIKALKIFQEKHVNLLHIESRKSKRRNSEFEIFVDCDINREQLNDIFHLLKSHTNVLSVNLPDNFTLKEDGMETVPWFPKKISDLDHCANRVLMYGSELDADHPGFKDNVYRKRRKYFADLAMNYKHGDPIPKVEFTEEEIKTWGTVFQELNKLYPTHACREYLKNLPLLSKYCGYREDNIPQLEDVSNFLKERTGFSIRPVAGYLSPRDFLSGLAFRVFHCTQYVRHSSDPFYTPEPDTCHELLGHVPLLAEPSFAQFSQEIGLASLGASEEAVQKLATCYFFTVEFGLCKQDGQLRVFGAGLLSSISELKHALSGHAKVKPFDPKITCKQECLITTFQDVYFVSESFEDAKEKMREFTKTIKRPFGVKYNPYTRSIQILKDTKSITSAMNELQHDLDVVSDALAKVSRKPSI. The pAffinity is 7.6.